From a dataset of Full USPTO retrosynthesis dataset with 1.9M reactions from patents (1976-2016). Predict the reactants needed to synthesize the given product. (1) The reactants are: C(N=[CH:6][C:7]1[CH:8]=[C:9]2[C:14](=[CH:15][CH:16]=1)[N:13]=[CH:12][CH:11]=[C:10]2Cl)CCC.[CH3:18][O:19][CH2:20][CH2:21][O-:22].[Na+].C[O:25]CCO. Given the product [CH3:18][O:19][CH2:20][CH2:21][O:22][C:10]1[C:9]2[C:14](=[CH:15][CH:16]=[C:7]([CH:6]=[O:25])[CH:8]=2)[N:13]=[CH:12][CH:11]=1, predict the reactants needed to synthesize it. (2) The reactants are: Cl[C:2]1[C:7]([C:8]2[O:9][C:10]([CH:13]3[CH2:15][CH2:14]3)=[N:11][N:12]=2)=[CH:6][N:5]=[C:4]([S:16][CH3:17])[N:3]=1.C([N:20](CC)CC)C.C(Cl)(Cl)Cl. Given the product [NH2:20][C:2]1[C:7]([C:8]2[O:9][C:10]([CH:13]3[CH2:15][CH2:14]3)=[N:11][N:12]=2)=[CH:6][N:5]=[C:4]([S:16][CH3:17])[N:3]=1, predict the reactants needed to synthesize it. (3) The reactants are: [OH:1][C:2]1[CH:3]=[C:4]2[C:8](=[CH:9][CH:10]=1)[NH:7][C:6]([C:11]([O:13]CC)=O)=[CH:5]2.[CH3:16][N:17]([CH3:21])[CH2:18][CH2:19]O.C1(P(C2C=CC=CC=2)C2C=CC=CC=2)C=CC=CC=1.N(C(OC(C)(C)C)=O)=NC(OC(C)(C)C)=O.[NH2:57][CH2:58][C:59]1[C:60]([F:76])=[C:61]([O:66][C:67]2[CH:68]=[C:69]([CH:72]=[C:73]([Cl:75])[CH:74]=2)[C:70]#[N:71])[C:62]([Cl:65])=[CH:63][CH:64]=1.CN(C(ON1N=NC2C=CC=NC1=2)=[N+](C)C)C.F[P-](F)(F)(F)(F)F.CCN(C(C)C)C(C)C. Given the product [Cl:65][C:62]1[CH:63]=[CH:64][C:59]([CH2:58][NH:57][C:11]([C:6]2[NH:7][C:8]3[C:4]([CH:5]=2)=[CH:3][C:2]([O:1][CH2:19][CH2:18][N:17]([CH3:21])[CH3:16])=[CH:10][CH:9]=3)=[O:13])=[C:60]([F:76])[C:61]=1[O:66][C:67]1[CH:68]=[C:69]([C:70]#[N:71])[CH:72]=[C:73]([Cl:75])[CH:74]=1, predict the reactants needed to synthesize it. (4) The reactants are: [NH2:1][CH2:2][C@H:3]1[CH2:7][CH2:6][N:5]([C:8]([O:10][C:11]([CH3:14])([CH3:13])[CH3:12])=[O:9])[CH2:4]1.C(N(CC)CC)C.CN(C1C=CC=CN=1)C.[F:31][C:32]([F:43])([F:42])[C:33](O[C:33](=[O:34])[C:32]([F:43])([F:42])[F:31])=[O:34]. Given the product [F:31][C:32]([F:43])([F:42])[C:33]([NH:1][CH2:2][C@H:3]1[CH2:7][CH2:6][N:5]([C:8]([O:10][C:11]([CH3:14])([CH3:13])[CH3:12])=[O:9])[CH2:4]1)=[O:34], predict the reactants needed to synthesize it. (5) Given the product [C:21]1([C:2]2[CH:3]=[C:4]3[C:9](=[CH:10][CH:11]=2)[N:8]=[CH:7][NH:6][C:5]3=[O:12])[C:22]2[C:17](=[CH:16][CH:15]=[CH:14][CH:13]=2)[CH:18]=[CH:19][CH:20]=1, predict the reactants needed to synthesize it. The reactants are: Br[C:2]1[CH:3]=[C:4]2[C:9](=[CH:10][CH:11]=1)[N:8]=[CH:7][NH:6][C:5]2=[O:12].[C:13]1(B(O)O)[C:22]2[C:17](=[CH:18][CH:19]=[CH:20][CH:21]=2)[CH:16]=[CH:15][CH:14]=1.C(=O)([O-])[O-].[K+].[K+].C1(P(C2C=CC=CC=2)C2C=CC=CC=2)C=CC=CC=1.C(=O)(O)[O-]. (6) Given the product [C:19]([C@H:16]1[CH2:17][CH2:18][C@H:13]([O:12][C:9]2[CH:10]=[C:11]3[C:6]([CH:5]=[CH:4][CH:3]=[C:2]3[CH:31]=[O:32])=[CH:7][CH:8]=2)[CH2:14][CH2:15]1)([CH3:21])([CH3:20])[CH3:22], predict the reactants needed to synthesize it. The reactants are: Br[C:2]1[C:11]2[C:6](=[CH:7][CH:8]=[C:9]([O:12][C@H:13]3[CH2:18][CH2:17][C@H:16]([C:19]([CH3:22])([CH3:21])[CH3:20])[CH2:15][CH2:14]3)[CH:10]=2)[CH:5]=[CH:4][CH:3]=1.[Li]CCCC.CN([CH:31]=[O:32])C. (7) Given the product [Br:1][C:2]1[CH:7]=[CH:6][C:5]([N:8]2[C:13]([CH2:14][C@@H:15]3[CH2:19][CH2:18][N:17]([C:20]([CH:35]4[CH2:37][CH2:36]4)=[O:22])[CH2:16]3)=[N:12][NH:11][C:9]2=[O:10])=[C:4]([F:28])[CH:3]=1, predict the reactants needed to synthesize it. The reactants are: [Br:1][C:2]1[CH:7]=[CH:6][C:5]([NH:8][C:9]([NH:11][NH:12][C:13](=O)[CH2:14][C@@H:15]2[CH2:19][CH2:18][N:17]([C:20]([O:22]C(C)(C)C)=O)[CH2:16]2)=[O:10])=[C:4]([F:28])[CH:3]=1.C(=O)([O-])[O-].[K+].[K+].[CH:35]1(C(Cl)=O)[CH2:37][CH2:36]1. (8) Given the product [CH2:30]([S:33]([N:1]1[CH2:5][CH2:4][C@@H:3]([NH:6][C:7]2[C:12]([C:13]3[N:14]=[C:15]4[CH:21]=[CH:20][N:19]([CH2:22][O:23][CH2:24][CH2:25][Si:26]([CH3:29])([CH3:28])[CH3:27])[C:16]4=[N:17][CH:18]=3)=[CH:11][CH:10]=[CH:9][N:8]=2)[CH2:2]1)(=[O:35])=[O:34])[CH2:31][CH3:32], predict the reactants needed to synthesize it. The reactants are: [NH:1]1[CH2:5][CH2:4][C@@H:3]([NH:6][C:7]2[C:12]([C:13]3[N:14]=[C:15]4[CH:21]=[CH:20][N:19]([CH2:22][O:23][CH2:24][CH2:25][Si:26]([CH3:29])([CH3:28])[CH3:27])[C:16]4=[N:17][CH:18]=3)=[CH:11][CH:10]=[CH:9][N:8]=2)[CH2:2]1.[CH2:30]([S:33](Cl)(=[O:35])=[O:34])[CH2:31][CH3:32]. (9) Given the product [CH3:35][O:34][C:11]1[CH:10]=[C:9]([OH:8])[CH:14]=[CH:13][C:12]=1[C:15]1[N:19]([CH3:20])[C:18]([C:21]23[CH2:26][CH2:25][C:24]([CH2:29][CH2:30][CH2:31][CH2:32][CH3:33])([CH2:27][CH2:28]2)[CH2:23][CH2:22]3)=[N:17][N:16]=1, predict the reactants needed to synthesize it. The reactants are: C([O:8][C:9]1[CH:14]=[CH:13][C:12]([C:15]2[N:19]([CH3:20])[C:18]([C:21]34[CH2:28][CH2:27][C:24]([CH2:29][CH2:30][CH2:31][CH2:32][CH3:33])([CH2:25][CH2:26]3)[CH2:23][CH2:22]4)=[N:17][N:16]=2)=[C:11]([O:34][CH3:35])[CH:10]=1)C1C=CC=CC=1. (10) Given the product [CH:9]12[CH2:16][CH:15]3[CH2:14][CH:13]([CH2:12][CH:11]([CH2:17]3)[CH:10]1[NH:19][C:20](=[O:28])[C:21](=[CH:3][N:4]([CH3:5])[CH3:6])[C:22](=[O:27])[C:23]([CH3:24])([CH3:25])[CH3:26])[CH2:18]2, predict the reactants needed to synthesize it. The reactants are: CO[CH:3](OC)[N:4]([CH3:6])[CH3:5].[CH:9]12[CH2:18][CH:13]3[CH2:14][CH:15]([CH2:17][CH:11]([CH2:12]3)[CH:10]1[NH:19][C:20](=[O:28])[CH2:21][C:22](=[O:27])[C:23]([CH3:26])([CH3:25])[CH3:24])[CH2:16]2.